This data is from Full USPTO retrosynthesis dataset with 1.9M reactions from patents (1976-2016). The task is: Predict the reactants needed to synthesize the given product. (1) Given the product [CH3:24][CH:23]([CH3:25])[C@H:22]([NH:21][C:20](=[O:35])[O:19][C:15]([CH3:17])([CH3:18])[CH3:16])[C:26]([N:28]1[CH2:33][CH2:32][CH:31]([O:34][C:36]2[CH:41]=[CH:40][CH:39]=[CH:38][CH:37]=2)[CH2:30][CH2:29]1)=[O:27], predict the reactants needed to synthesize it. The reactants are: N(C(OC(C)C)=O)=NC(OC(C)C)=O.[C:15]([O:19][C:20](=[O:35])[NH:21][C@H:22]([C:26]([N:28]1[CH2:33][CH2:32][CH:31]([OH:34])[CH2:30][CH2:29]1)=[O:27])[CH:23]([CH3:25])[CH3:24])([CH3:18])([CH3:17])[CH3:16].[C:36]1(O)[CH:41]=[CH:40][CH:39]=[CH:38][CH:37]=1.C1(P(C2C=CC=CC=2)C2C=CC=CC=2)C=CC=CC=1. (2) Given the product [CH3:1][O:2][C:3](=[O:16])[C:4]1[CH:9]=[C:8]([N:10]([CH3:12])[CH3:11])[CH:7]=[C:6]([CH3:17])[C:5]=1[NH2:13], predict the reactants needed to synthesize it. The reactants are: [CH3:1][O:2][C:3](=[O:16])[C:4]1[CH:9]=[C:8]([N:10]([CH3:12])[CH3:11])[CH:7]=[CH:6][C:5]=1[N+:13]([O-])=O.[CH3:17]O. (3) The reactants are: [CH3:1][O:2][C:3](=[O:19])[C:4]1[CH:9]=[CH:8][C:7]([C:10](Cl)([F:12])[F:11])=[N:6][C:5]=1[CH2:14][CH2:15][CH2:16][O:17][CH3:18].[H][H]. Given the product [CH3:1][O:2][C:3](=[O:19])[C:4]1[CH:9]=[CH:8][C:7]([CH:10]([F:11])[F:12])=[N:6][C:5]=1[CH2:14][CH2:15][CH2:16][O:17][CH3:18], predict the reactants needed to synthesize it. (4) Given the product [CH3:24][S:25][CH2:2][CH2:3][CH2:4][CH2:5][CH2:6][N:7]1[C:19]2[C:18]3[CH:17]=[CH:16][CH:15]=[CH:14][C:13]=3[N:12]=[C:11]([NH2:20])[C:10]=2[N:9]=[C:8]1[CH2:21][CH2:22][CH3:23], predict the reactants needed to synthesize it. The reactants are: Cl[CH2:2][CH2:3][CH2:4][CH2:5][CH2:6][N:7]1[C:19]2[C:18]3[CH:17]=[CH:16][CH:15]=[CH:14][C:13]=3[N:12]=[C:11]([NH2:20])[C:10]=2[N:9]=[C:8]1[CH2:21][CH2:22][CH3:23].[CH3:24][S-:25].[Na+].O. (5) Given the product [O:6]=[C:4]1[C:3]2[C:2](=[CH:10][CH:9]=[CH:8][CH:7]=2)[C:1](=[O:11])[N:5]1[C@H:46]([CH:57]([CH3:59])[CH3:58])[C@@H:47]([NH:49][C:50](=[O:56])[O:51][C:52]([CH3:54])([CH3:53])[CH3:55])[CH3:48], predict the reactants needed to synthesize it. The reactants are: [C:1]1(=[O:11])[NH:5][C:4](=[O:6])[C:3]2=[CH:7][CH:8]=[CH:9][CH:10]=[C:2]12.C1(P(C2C=CC=CC=2)C2C=CC=CC=2)C=CC=CC=1.CC(OC(/N=N/C(OC(C)C)=O)=O)C.O[CH:46]([CH:57]([CH3:59])[CH3:58])[C@@H:47]([NH:49][C:50](=[O:56])[O:51][C:52]([CH3:55])([CH3:54])[CH3:53])[CH3:48].